From a dataset of Peptide-MHC class II binding affinity with 134,281 pairs from IEDB. Regression. Given a peptide amino acid sequence and an MHC pseudo amino acid sequence, predict their binding affinity value. This is MHC class II binding data. (1) The peptide sequence is IQSIPFVHLGHRDNI. The MHC is HLA-DQA10401-DQB10402 with pseudo-sequence HLA-DQA10401-DQB10402. The binding affinity (normalized) is 0.0318. (2) The peptide sequence is KTVSEGAVDIINKWQ. The MHC is HLA-DQA10501-DQB10201 with pseudo-sequence HLA-DQA10501-DQB10201. The binding affinity (normalized) is 0.270. (3) The peptide sequence is TFWMGSHEVNGTWMI. The MHC is DRB1_0404 with pseudo-sequence DRB1_0404. The binding affinity (normalized) is 0.465. (4) The MHC is DRB1_1501 with pseudo-sequence DRB1_1501. The peptide sequence is IPTLAAQFPFNASDS. The binding affinity (normalized) is 0.451. (5) The peptide sequence is SSYAATEVANAAAGQ. The MHC is HLA-DQA10101-DQB10501 with pseudo-sequence HLA-DQA10101-DQB10501. The binding affinity (normalized) is 0.115. (6) The binding affinity (normalized) is 0.376. The MHC is DRB1_1501 with pseudo-sequence DRB1_1501. The peptide sequence is FGMVTLLGSALLSVL. (7) The peptide sequence is KSKPKVYQWFDLR. The MHC is DRB5_0101 with pseudo-sequence DRB5_0101. The binding affinity (normalized) is 0.